From a dataset of HIV replication inhibition screening data with 41,000+ compounds from the AIDS Antiviral Screen. Binary Classification. Given a drug SMILES string, predict its activity (active/inactive) in a high-throughput screening assay against a specified biological target. (1) The molecule is O=C1NC(N2CCCCC2)=NC1=Cc1ccco1. The result is 0 (inactive). (2) The drug is CCN(CC)C1C=CCC2C1S(=O)(=O)C2(C)C. The result is 0 (inactive). (3) The molecule is Cn1c2ccc3cc2c(=S)c2cc(ccc21)OCCOCCOCCOCCOCCOCCO3. The result is 0 (inactive). (4) The compound is Cc1cc(N(CCC#N)CCC#N)ccc1C(N=Nc1cccc([N+](=O)[O-])c1)=NNC(=O)c1cc(Cl)ccc1O. The result is 0 (inactive). (5) The drug is CCCC[Sn]1(CCCC)OCC(c2ccccn2)CO1. The result is 0 (inactive). (6) The compound is CN1c2ccccc2NP1(=S)Oc1ccccc1. The result is 0 (inactive).